The task is: Regression. Given two drug SMILES strings and cell line genomic features, predict the synergy score measuring deviation from expected non-interaction effect.. This data is from NCI-60 drug combinations with 297,098 pairs across 59 cell lines. Drug 1: CN(C)N=NC1=C(NC=N1)C(=O)N. Drug 2: B(C(CC(C)C)NC(=O)C(CC1=CC=CC=C1)NC(=O)C2=NC=CN=C2)(O)O. Cell line: SK-OV-3. Synergy scores: CSS=7.18, Synergy_ZIP=-2.28, Synergy_Bliss=0.684, Synergy_Loewe=-0.685, Synergy_HSA=1.32.